Predict the reactants needed to synthesize the given product. From a dataset of Full USPTO retrosynthesis dataset with 1.9M reactions from patents (1976-2016). (1) Given the product [CH2:29]([C@:36]1([C:51]2[O:52][CH:55]=[C:54]([C:57]3[CH:58]=[CH:59][CH:60]=[CH:61][CH:62]=3)[N:53]=2)[O:40][C:39](=[O:41])[N:38]([C@@H:42]([C:44]2[CH:49]=[CH:48][CH:47]=[CH:46][CH:45]=2)[CH3:43])[C:37]1=[O:50])[C:30]1[CH:31]=[CH:32][CH:33]=[CH:34][CH:35]=1, predict the reactants needed to synthesize it. The reactants are: II.C1(P(C2C=CC=CC=2)C2C=CC=CC=2)C=CC=CC=1.C(N(CC)CC)C.[CH2:29]([C@:36]1([C:51]([NH:53][CH:54]([C:57]2[CH:62]=[CH:61][CH:60]=[CH:59][CH:58]=2)[CH:55]=O)=[O:52])[O:40][C:39](=[O:41])[N:38]([C@@H:42]([C:44]2[CH:49]=[CH:48][CH:47]=[CH:46][CH:45]=2)[CH3:43])[C:37]1=[O:50])[C:30]1[CH:35]=[CH:34][CH:33]=[CH:32][CH:31]=1.C(=O)([O-])O.[Na+].S([O-])([O-])(=O)=S.[Na+].[Na+]. (2) The reactants are: [F:1][C:2]1[CH:7]=[CH:6][CH:5]=[CH:4][C:3]=1B(O)O.N1C=CC(B(O)O)=CC=1.Br[C:21]1[CH:48]=[CH:47][C:24]([CH2:25][N:26]2[C:34]3[C:29](=[CH:30][CH:31]=[CH:32][CH:33]=3)[C:28]3([CH2:38][O:37][C:36]4[CH:39]=[C:40]5[C:44](=[CH:45][C:35]3=4)[CH2:43][CH2:42][O:41]5)[C:27]2=[O:46])=[CH:23][CH:22]=1.BrC1OC(CN2C3C(=CC=CC=3)C3(COC4C=C5C(=CC3=4)CCO5)C2=O)=CC=1. Given the product [F:1][C:2]1[CH:7]=[CH:6][CH:5]=[CH:4][C:3]=1[C:21]1[CH:48]=[CH:47][C:24]([CH2:25][N:26]2[C:34]3[C:29](=[CH:30][CH:31]=[CH:32][CH:33]=3)[C:28]3([CH2:38][O:37][C:36]4[CH:39]=[C:40]5[C:44](=[CH:45][C:35]3=4)[CH2:43][CH2:42][O:41]5)[C:27]2=[O:46])=[CH:23][CH:22]=1, predict the reactants needed to synthesize it. (3) Given the product [Br:1][C:2]1[CH:3]=[C:4]([CH3:17])[C:5]([N:9]2[C:10]3[CH:15]=[CH:14][CH:13]=[CH:12][C:11]=3[NH:16][C:23]2=[O:24])=[C:6]([CH3:8])[CH:7]=1, predict the reactants needed to synthesize it. The reactants are: [Br:1][C:2]1[CH:7]=[C:6]([CH3:8])[C:5]([NH:9][C:10]2[C:11]([NH2:16])=[CH:12][CH:13]=[CH:14][CH:15]=2)=[C:4]([CH3:17])[CH:3]=1.C1N=CN([C:23](N2C=NC=C2)=[O:24])C=1. (4) Given the product [OH:23][C@@H:15]1[C@H:16]2[O:20][C:19]([CH3:21])([CH3:22])[O:18][C@H:17]2[C@H:13]([NH:12][C:1](=[O:10])[O:2][CH2:3][C:4]2[CH:9]=[CH:8][CH:7]=[CH:6][CH:5]=2)[CH2:14]1, predict the reactants needed to synthesize it. The reactants are: [C:1](Cl)(=[O:10])[O:2][CH2:3][C:4]1[CH:9]=[CH:8][CH:7]=[CH:6][CH:5]=1.[NH2:12][C@H:13]1[C@@H:17]2[O:18][C:19]([CH3:22])([CH3:21])[O:20][C@@H:16]2[C@@H:15]([OH:23])[CH2:14]1.C(=O)([O-])[O-].[Na+].[Na+].C(OCC)(=O)C. (5) Given the product [OH:1][C:2]1[C:3]([C:13]([O:15][CH3:20])=[O:14])=[CH:4][CH:5]=[C:6]2[C:11]=1[N:10]=[CH:9][CH:8]=[C:7]2[CH3:12], predict the reactants needed to synthesize it. The reactants are: [OH:1][C:2]1[C:3]([C:13]([OH:15])=[O:14])=[CH:4][CH:5]=[C:6]2[C:11]=1[N:10]=[CH:9][CH:8]=[C:7]2[CH3:12].S(Cl)(Cl)=O.[CH3:20]O.